Dataset: Forward reaction prediction with 1.9M reactions from USPTO patents (1976-2016). Task: Predict the product of the given reaction. (1) Given the reactants C[O:2][C:3](=[O:15])[C:4]([C:8]1[CH:13]=[CH:12][CH:11]=[CH:10][C:9]=1[Cl:14])=[C:5]([Cl:7])[Cl:6].[OH-].[K+].Cl, predict the reaction product. The product is: [Cl:14][C:9]1[CH:10]=[CH:11][CH:12]=[CH:13][C:8]=1[C:4](=[C:5]([Cl:6])[Cl:7])[C:3]([OH:15])=[O:2]. (2) Given the reactants [NH2:1][C:2]([C:4]1[C:5]([NH:19][C:20]2[CH:25]=[CH:24][C:23]([I:26])=[CH:22][C:21]=2[F:27])=[CH:6][C:7](=[O:18])[N:8]([CH2:10][C:11]([O:13]C(C)(C)C)=[O:12])[CH:9]=1)=[O:3], predict the reaction product. The product is: [NH2:1][C:2]([C:4]1[C:5]([NH:19][C:20]2[CH:25]=[CH:24][C:23]([I:26])=[CH:22][C:21]=2[F:27])=[CH:6][C:7](=[O:18])[N:8]([CH2:10][C:11]([OH:13])=[O:12])[CH:9]=1)=[O:3]. (3) Given the reactants [Cl:1][C:2]1[C:11](/[CH:12]=[CH:13]/B2OC(C)(C)C(C)(C)O2)=[CH:10][C:5]([C:6]([O:8][CH3:9])=[O:7])=[CH:4][C:3]=1[O:23][CH3:24].Br[C:26]1[CH:27]=[N:28][C:29]([Cl:32])=[N:30][CH:31]=1.C([O-])([O-])=O.[K+].[K+].C(Cl)Cl, predict the reaction product. The product is: [Cl:1][C:2]1[C:3]([O:23][CH3:24])=[CH:4][C:5]([C:6]([O:8][CH3:9])=[O:7])=[CH:10][C:11]=1/[CH:12]=[CH:13]/[C:26]1[CH:27]=[N:28][C:29]([Cl:32])=[N:30][CH:31]=1. (4) Given the reactants [NH2:1][C:2]1[CH:9]=[C:8]([CH3:10])[C:5]([CH:6]=[O:7])=[C:4]([CH3:11])[CH:3]=1.[Cl:12][C:13]1[CH:18]=[C:17]([Cl:19])[CH:16]=[CH:15][C:14]=1[S:20](Cl)(=[O:22])=[O:21].[Cl-].[NH4+], predict the reaction product. The product is: [Cl:12][C:13]1[CH:18]=[C:17]([Cl:19])[CH:16]=[CH:15][C:14]=1[S:20]([NH:1][C:2]1[CH:3]=[C:4]([CH3:11])[C:5]([CH:6]=[O:7])=[C:8]([CH3:10])[CH:9]=1)(=[O:22])=[O:21].